From a dataset of Full USPTO retrosynthesis dataset with 1.9M reactions from patents (1976-2016). Predict the reactants needed to synthesize the given product. (1) Given the product [CH3:1][O:2][C:3]1[C:12]([CH3:13])=[CH:11][N:5]2[C:4]=1[CH:9]=[CH:8][CH:7]=[CH:6]2, predict the reactants needed to synthesize it. The reactants are: [CH3:1][O:2][CH2:3][C:4]1[CH:9]=[CH:8][CH:7]=[CH:6][N:5]=1.Cl[CH2:11][C:12](=O)[CH3:13]. (2) Given the product [C:57]([NH:48][C@@H:49]([CH2:50][CH:51]([CH3:53])[CH3:52])[C:15]([NH:1][C@@H:2]([CH3:3])[C:4]([N:6]1[CH2:14][C@H:12]([OH:13])[CH2:11][C@H:7]1[C:8]([NH:62][CH2:60][C:38]1[CH:39]=[CH:40][C:41]([C:31]2[S:30][CH:29]=[N:33][C:32]=2[CH3:34])=[CH:42][CH:43]=1)=[O:10])=[O:5])=[O:17])(=[O:58])[CH3:59], predict the reactants needed to synthesize it. The reactants are: [NH:1]([C:15]([O:17]C(C)(C)C)=O)[C@H:2]([C:4]([N:6]1[CH2:14][C@H:12]([OH:13])[CH2:11][C@H:7]1[C:8]([OH:10])=O)=[O:5])[CH3:3].C([C:29]1[S:30][CH:31]=[CH:32][N:33]=1)C1C=CC=CC=1.[CH2:34](Cl)CCl.[CH:38]1[CH:39]=[CH:40][C:41]2N(O)N=N[C:42]=2[CH:43]=1.[NH:48]([C:57]([CH3:59])=[O:58])[C@H:49](C(O)=O)[CH2:50][CH:51]([CH3:53])[CH3:52].[CH2:60]([N:62](CC)CC)C. (3) The reactants are: C[N:2](C)[CH:3]=[CH:4][C:5]([C:7]1[C:12](=[O:13])[CH:11]=[CH:10][N:9]([C:14]2[CH:19]=[CH:18][CH:17]=[C:16]([C:20]([F:23])([F:22])[F:21])[CH:15]=2)[N:8]=1)=O.Cl.[Cl:26][C:27]1[CH:32]=[CH:31][CH:30]=[CH:29][C:28]=1[NH:33]N.CCN(CC)CC. Given the product [Cl:26][C:27]1[CH:32]=[CH:31][CH:30]=[CH:29][C:28]=1[N:33]1[C:5]([C:7]2[C:12](=[O:13])[CH:11]=[CH:10][N:9]([C:14]3[CH:19]=[CH:18][CH:17]=[C:16]([C:20]([F:23])([F:22])[F:21])[CH:15]=3)[N:8]=2)=[CH:4][CH:3]=[N:2]1, predict the reactants needed to synthesize it. (4) Given the product [N:22]1[C:23]2[C:28](=[CH:27][CH:26]=[CH:25][CH:24]=2)[N:29]=[CH:30][C:21]=1[N:4]1[CH2:5][CH2:6][N:1]([C:7]([NH:9][C:10]2[CH:19]=[CH:18][CH:17]=[CH:16][C:11]=2[C:12]([O:14][CH3:15])=[O:13])=[O:8])[CH2:2][CH2:3]1, predict the reactants needed to synthesize it. The reactants are: [N:1]1([C:7]([NH:9][C:10]2[CH:19]=[CH:18][CH:17]=[CH:16][C:11]=2[C:12]([O:14][CH3:15])=[O:13])=[O:8])[CH2:6][CH2:5][NH:4][CH2:3][CH2:2]1.Cl[C:21]1[CH:30]=[N:29][C:28]2[C:23](=[CH:24][CH:25]=[CH:26][CH:27]=2)[N:22]=1. (5) Given the product [C:1]([O:5][C:6]([N:8]1[C:12]2=[N:13][CH:14]=[C:15]([C:36]3[CH:37]=[CH:38][S:34][CH:35]=3)[CH:16]=[C:11]2[C:10]([C:18](=[O:27])[C:19]2[CH:24]=[CH:23][CH:22]=[C:21]([O:25][CH3:26])[CH:20]=2)=[CH:9]1)=[O:7])([CH3:4])([CH3:3])[CH3:2], predict the reactants needed to synthesize it. The reactants are: [C:1]([O:5][C:6]([N:8]1[C:12]2=[N:13][CH:14]=[C:15](Br)[CH:16]=[C:11]2[C:10]([C:18](=[O:27])[C:19]2[CH:24]=[CH:23][CH:22]=[C:21]([O:25][CH3:26])[CH:20]=2)=[CH:9]1)=[O:7])([CH3:4])([CH3:3])[CH3:2].C(=O)([O-])[O-].[K+].[K+].[S:34]1[CH:38]=[CH:37][C:36](B(O)O)=[CH:35]1.C1COCC1. (6) Given the product [CH2:16]([N:23]1[CH2:28][CH2:27][N:26]([C:10]([C@@H:9]2[CH2:13][CH2:14][CH2:15][N:8]2[C:1]([O:3][C:4]([CH3:5])([CH3:6])[CH3:7])=[O:2])=[O:12])[CH2:25][CH2:24]1)[C:17]1[CH:18]=[CH:19][CH:20]=[CH:21][CH:22]=1, predict the reactants needed to synthesize it. The reactants are: [C:1]([N:8]1[CH2:15][CH2:14][CH2:13][C@H:9]1[C:10]([OH:12])=O)([O:3][C:4]([CH3:7])([CH3:6])[CH3:5])=[O:2].[CH2:16]([N:23]1[CH2:28][CH2:27][NH:26][CH2:25][CH2:24]1)[C:17]1[CH:22]=[CH:21][CH:20]=[CH:19][CH:18]=1.Cl.C(N=C=NCCCN(C)C)C.